This data is from Reaction yield outcomes from USPTO patents with 853,638 reactions. The task is: Predict the reaction yield, written as a fraction of the theoretical maximum amount of product (1.0 means a 100% yield; for example, 0.34 means a 34% yield). (1) The reactants are [N:1]1([C:7]([O:9][C:10]([CH3:13])([CH3:12])[CH3:11])=[O:8])[CH2:6][CH2:5][NH:4][CH2:3][CH2:2]1.C([O-])([O-])=O.[K+].[K+].Br[CH2:21][C:22]([O:24][CH2:25][CH3:26])=[O:23].O. The catalyst is CN(C=O)C. The product is [CH2:25]([O:24][C:22](=[O:23])[CH2:21][N:4]1[CH2:5][CH2:6][N:1]([C:7]([O:9][C:10]([CH3:13])([CH3:12])[CH3:11])=[O:8])[CH2:2][CH2:3]1)[CH3:26]. The yield is 1.00. (2) The reactants are [CH3:1][C@@H:2]1[CH2:8][NH:7][CH2:6][C:5]2[CH:9]=[CH:10][C:11]([C:13]([O:15][CH3:16])=[O:14])=[CH:12][C:4]=2[O:3]1.CCN(CC)CC.[N:24]([C:27]1[CH:32]=[CH:31][C:30]([O:33][CH3:34])=[CH:29][CH:28]=1)=[C:25]=[O:26]. The yield is 0.160. The catalyst is C(Cl)Cl. The product is [CH3:34][O:33][C:30]1[CH:31]=[CH:32][C:27]([NH:24][C:25]([N:7]2[CH2:6][C:5]3[CH:9]=[CH:10][C:11]([C:13]([O:15][CH3:16])=[O:14])=[CH:12][C:4]=3[O:3][C@H:2]([CH3:1])[CH2:8]2)=[O:26])=[CH:28][CH:29]=1. (3) The reactants are CS([O:5][CH2:6][C@@H:7]1[O:16][CH2:15][C@@H:10]2[CH2:11][O:12][CH2:13][CH2:14][N:9]2[CH2:8]1)(=O)=O.Cl.[Br:18][C:19]1[CH:24]=[CH:23][C:22]([NH:25][C:26]2[C:35]3[C:30](=[CH:31][C:32](O)=[C:33]([O:36][CH3:37])[CH:34]=3)[N:29]=[CH:28][N:27]=2)=[C:21]([F:39])[C:20]=1[Cl:40].C(=O)([O-])[O-].[K+].[K+]. The catalyst is CN(C=O)C. The product is [ClH:40].[Br:18][C:19]1[CH:24]=[CH:23][C:22]([NH:25][C:26]2[C:35]3[C:30](=[CH:31][C:32]([O:5][CH2:6][C@@H:7]4[O:16][CH2:15][C@@H:10]5[CH2:11][O:12][CH2:13][CH2:14][N:9]5[CH2:8]4)=[C:33]([O:36][CH3:37])[CH:34]=3)[N:29]=[CH:28][N:27]=2)=[C:21]([F:39])[C:20]=1[Cl:40]. The yield is 0.100. (4) The reactants are Br[C:2]1[CH:3]=[CH:4][CH:5]=[C:6]2[C:11]=1[N:10]=[C:9]([C:12]([F:21])([F:20])[C:13]1[CH:18]=[CH:17][C:16]([F:19])=[CH:15][N:14]=1)[N:8]=[C:7]2[S:22][CH3:23].C1(P(C2C=CC=CC=2)C2C3OC4C(=CC=CC=4P(C4C=CC=CC=4)C4C=CC=CC=4)C(C)(C)C=3C=CC=2)C=CC=CC=1.[NH:66]1[CH2:71][CH2:70][O:69][CH2:68][C:67]1=[O:72].C([O-])([O-])=O.[Cs+].[Cs+]. The catalyst is C1C=CC(/C=C/C(/C=C/C2C=CC=CC=2)=O)=CC=1.C1C=CC(/C=C/C(/C=C/C2C=CC=CC=2)=O)=CC=1.C1C=CC(/C=C/C(/C=C/C2C=CC=CC=2)=O)=CC=1.[Pd].[Pd].O1CCOCC1. The product is [F:20][C:12]([F:21])([C:13]1[CH:18]=[CH:17][C:16]([F:19])=[CH:15][N:14]=1)[C:9]1[N:8]=[C:7]([S:22][CH3:23])[C:6]2[C:11](=[C:2]([N:66]3[CH2:71][CH2:70][O:69][CH2:68][C:67]3=[O:72])[CH:3]=[CH:4][CH:5]=2)[N:10]=1. The yield is 0.570. (5) The reactants are [CH3:1][N:2]1[CH2:6][C:5]([C:7]2[C:15]3[C:10](=[N:11][CH:12]=[C:13]([CH2:16][CH:17]4[CH2:22][CH2:21][C:20](=[O:23])[CH2:19][CH2:18]4)[CH:14]=3)[N:9](COCC[Si](C)(C)C)[CH:8]=2)=[CH:4][NH:3]1.Cl. The catalyst is CCO. The product is [CH3:1][N:2]1[CH2:6][C:5]([C:7]2[C:15]3[C:10](=[N:11][CH:12]=[C:13]([CH2:16][CH:17]4[CH2:22][CH2:21][C:20](=[O:23])[CH2:19][CH2:18]4)[CH:14]=3)[NH:9][CH:8]=2)=[CH:4][NH:3]1. The yield is 0.620. (6) The product is [NH2:31][C:2]1[N:3]([CH2:28][CH2:29][CH3:30])[C:4](=[O:27])[C:5]2[NH:6][C:7]([C:11]3[CH:12]=[N:13][N:14]([CH2:16][C:17]4[CH:22]=[CH:21][CH:20]=[C:19]([C:23]([F:26])([F:25])[F:24])[CH:18]=4)[CH:15]=3)=[N:8][C:9]=2[N:10]=1. The yield is 0.410. The reactants are Cl[C:2]1[N:3]([CH2:28][CH2:29][CH3:30])[C:4](=[O:27])[C:5]2[NH:6][C:7]([C:11]3[CH:12]=[N:13][N:14]([CH2:16][C:17]4[CH:22]=[CH:21][CH:20]=[C:19]([C:23]([F:26])([F:25])[F:24])[CH:18]=4)[CH:15]=3)=[N:8][C:9]=2[N:10]=1.[NH3:31]. No catalyst specified.